From a dataset of Forward reaction prediction with 1.9M reactions from USPTO patents (1976-2016). Predict the product of the given reaction. (1) Given the reactants Br[C:2]1[CH:10]=[C:9]2[C:5]([C:6]([CH3:13])([CH3:12])[C:7](=[O:11])[NH:8]2)=[CH:4][CH:3]=1.[CH3:14][C:15]1[CH:16]=[N:17][CH:18]=[CH:19][C:20]=1B(O)O, predict the reaction product. The product is: [CH3:12][C:6]1([CH3:13])[C:5]2[C:9](=[CH:10][C:2]([C:20]3[CH:19]=[CH:18][N:17]=[CH:16][C:15]=3[CH3:14])=[CH:3][CH:4]=2)[NH:8][C:7]1=[O:11]. (2) Given the reactants C([O:8][C:9]1[CH:14]=[CH:13][C:12](/[CH:15]=[C:16](\[O:20][CH2:21][CH3:22])/[C:17]([O-:19])=[O:18])=[CH:11][CH:10]=1)C1C=CC=CC=1.CO[C:25](C)(C)[CH3:26], predict the reaction product. The product is: [CH2:25]([O:19][C:17](=[O:18])[CH:16]([O:20][CH2:21][CH3:22])[CH2:15][C:12]1[CH:11]=[CH:10][C:9]([OH:8])=[CH:14][CH:13]=1)[CH3:26]. (3) Given the reactants [N:1]1[CH:6]=[C:5]([C:7]2[C@:8]3([CH2:24][CH2:23][C@H:22]4[C@@H:13]([CH2:14][CH2:15][C:16]5[CH:17]=[C:18]([C:25](O)=[O:26])[CH:19]=[CH:20][C:21]=54)[C@@H:10]3[CH2:11][CH:12]=2)[CH3:9])[CH:4]=[N:3][CH:2]=1.Cl.[NH2:29][CH2:30][CH2:31][C:32]([O:34]CC)=[O:33], predict the reaction product. The product is: [N:1]1[CH:6]=[C:5]([C:7]2[C@:8]3([CH2:24][CH2:23][C@H:22]4[C@@H:13]([CH2:14][CH2:15][C:16]5[CH:17]=[C:18]([C:25]([NH:29][CH2:30][CH2:31][C:32]([OH:34])=[O:33])=[O:26])[CH:19]=[CH:20][C:21]=54)[C@@H:10]3[CH2:11][CH:12]=2)[CH3:9])[CH:4]=[N:3][CH:2]=1. (4) Given the reactants C(OC([N:8]1[CH2:12][CH2:11][C@H:10]([C:13]([OH:15])=[O:14])[CH2:9]1)=O)(C)(C)C.[C:16]([OH:22])([C:18]([F:21])([F:20])[F:19])=[O:17], predict the reaction product. The product is: [F:19][C:18]([F:21])([F:20])[C:16]([O-:22])=[O:17].[C:13]([C@H:10]1[CH2:11][CH2:12][NH2+:8][CH2:9]1)([OH:15])=[O:14].